This data is from Reaction yield outcomes from USPTO patents with 853,638 reactions. The task is: Predict the reaction yield, written as a fraction of the theoretical maximum amount of product (1.0 means a 100% yield; for example, 0.34 means a 34% yield). (1) The reactants are [NH2:1][C:2]1[N:10]=[CH:9][N:8]=[C:7]2[C:3]=1[N:4]=[CH:5][N:6]2[C@H:11]1[C@@H:15]2[O:16][C:17]([CH3:20])([CH3:19])[O:18][C@@H:14]2[C@@H:13]([CH2:21][OH:22])[O:12]1.[Br:23][C:24]1[CH:32]=[CH:31][C:27]([C:28](Cl)=[O:29])=[CH:26][CH:25]=1.O.N. The catalyst is N1C=CC=CC=1. The product is [Br:23][C:24]1[CH:32]=[CH:31][C:27]([C:28]([NH:1][C:2]2[N:10]=[CH:9][N:8]=[C:7]3[C:3]=2[N:4]=[CH:5][N:6]3[C@H:11]2[C@H:15]3[C@H:14]([O:18][C:17]([CH3:19])([CH3:20])[O:16]3)[C@@H:13]([CH2:21][OH:22])[O:12]2)=[O:29])=[CH:26][CH:25]=1. The yield is 0.490. (2) The reactants are Br[C:2]1[CH:9]=[CH:8][C:5]([NH:6][CH3:7])=[CH:4][CH:3]=1.[CH:10]1(B(O)O)[CH2:12][CH2:11]1.[O-]P([O-])([O-])=O.[K+].[K+].[K+]. The catalyst is C1(C)C=CC=CC=1.O.CC([O-])=O.CC([O-])=O.[Pd+2]. The product is [CH:10]1([C:2]2[CH:9]=[CH:8][C:5]([NH:6][CH3:7])=[CH:4][CH:3]=2)[CH2:12][CH2:11]1. The yield is 0.680. (3) The reactants are [F:1][C:2]1[C:21]([NH:22][S:23]([CH2:26][CH2:27][CH3:28])(=[O:25])=[O:24])=[CH:20][CH:19]=[C:18]([F:29])[C:3]=1[C:4]([C:6]1[C:14]2[C:9](=[N:10][CH:11]=[C:12]([C:15](O)=[O:16])[CH:13]=2)[NH:8][CH:7]=1)=[O:5].[CH2:30]([NH2:32])[CH3:31].F[P-](F)(F)(F)(F)F.Br[P+](N1CCCC1)(N1CCCC1)N1CCCC1.C(N(CC)CC)C. The catalyst is O1CCCC1.O. The product is [CH2:30]([NH:32][C:15]([C:12]1[CH:13]=[C:14]2[C:6]([C:4](=[O:5])[C:3]3[C:18]([F:29])=[CH:19][CH:20]=[C:21]([NH:22][S:23]([CH2:26][CH2:27][CH3:28])(=[O:24])=[O:25])[C:2]=3[F:1])=[CH:7][NH:8][C:9]2=[N:10][CH:11]=1)=[O:16])[CH3:31]. The yield is 0.330. (4) The reactants are [CH2:1]([O:3][C:4](=[O:22])[CH2:5][NH:6][CH2:7][CH2:8][NH:9][S:10]([C:13]1[S:14][C:15]2[CH:21]=[CH:20][CH:19]=[CH:18][C:16]=2[N:17]=1)(=[O:12])=[O:11])[CH3:2].[CH2:23]([O:33][C:34]([NH:36][C:37]1[N:45]=[CH:44][N:43]=[C:42]2[C:38]=1[N:39]=[CH:40][N:41]2[CH2:46][C:47](O)=[O:48])=[O:35])[C:24]1[CH:32]=[CH:31][C:30]2[O:29][CH2:28][O:27][C:26]=2[CH:25]=1. No catalyst specified. The product is [CH2:1]([O:3][C:4](=[O:22])[CH2:5][N:6]([CH2:7][CH2:8][NH:9][S:10]([C:13]1[S:14][C:15]2[CH:21]=[CH:20][CH:19]=[CH:18][C:16]=2[N:17]=1)(=[O:12])=[O:11])[C:47](=[O:48])[CH2:46][N:41]1[CH:40]=[N:39][C:38]2[C:42]1=[N:43][CH:44]=[N:45][C:37]=2[NH:36][C:34]([O:33][CH2:23][C:24]1[CH:32]=[CH:31][C:30]2[O:29][CH2:28][O:27][C:26]=2[CH:25]=1)=[O:35])[CH3:2]. The yield is 0.850. (5) The reactants are [CH3:1][S:2][C:3]1[CH:8]=[CH:7][C:6]([C:9]2[C:10]3[O:17][C:16]([CH:18]=O)=[CH:15][C:11]=3[CH:12]=[N:13][CH:14]=2)=[CH:5][CH:4]=1.[NH:20]1[CH2:26][C:24](=[O:25])[NH:23][C:21]1=[S:22].C([O-])(=O)C.[Na+]. The catalyst is C(O)(=O)C. The product is [CH3:1][S:2][C:3]1[CH:4]=[CH:5][C:6]([C:9]2[C:10]3[O:17][C:16](/[CH:18]=[C:26]4/[C:24](=[O:25])[NH:23][C:21](=[S:22])[NH:20]/4)=[CH:15][C:11]=3[CH:12]=[N:13][CH:14]=2)=[CH:7][CH:8]=1. The yield is 0.870. (6) The reactants are Cl[CH2:2][CH2:3][CH2:4][CH2:5][CH:6]([C:19]1[NH:23][N:22]=[C:21]([NH:24][C:25]2[CH:30]=[CH:29][C:28]([N:31]3[CH:35]=[N:34][C:33]([CH3:36])=[N:32]3)=[C:27]([F:37])[CH:26]=2)[N:20]=1)[C:7]1[CH:12]=[CH:11][C:10]([O:13][C:14]([F:17])([F:16])[F:15])=[C:9]([F:18])[CH:8]=1.[I-].[Na+].C(N(C(C)C)CC)(C)C. The catalyst is CC(C)=O. The product is [F:37][C:27]1[CH:26]=[C:25]([NH:24][C:21]2[N:20]=[C:19]3[CH:6]([C:7]4[CH:12]=[CH:11][C:10]([O:13][C:14]([F:17])([F:16])[F:15])=[C:9]([F:18])[CH:8]=4)[CH2:5][CH2:4][CH2:3][CH2:2][N:23]3[N:22]=2)[CH:30]=[CH:29][C:28]=1[N:31]1[CH:35]=[N:34][C:33]([CH3:36])=[N:32]1. The yield is 0.220. (7) The reactants are [Br:1][C:2]1[CH:15]=[CH:14][C:5]2[C:6]3[C:12](=O)[CH2:11][CH2:10][CH2:9][C:7]=3[O:8][C:4]=2[CH:3]=1.C([O-])(=O)C.[Na+].Cl.[NH2:22][OH:23]. The catalyst is O.C(O)C. The product is [Br:1][C:2]1[CH:15]=[CH:14][C:5]2[C:6]3[C:12](=[N:22][OH:23])[CH2:11][CH2:10][CH2:9][C:7]=3[O:8][C:4]=2[CH:3]=1. The yield is 0.150.